Dataset: Forward reaction prediction with 1.9M reactions from USPTO patents (1976-2016). Task: Predict the product of the given reaction. Given the reactants [C:1]1([NH:7][C@H:8]([C:10]([OH:12])=O)[CH3:9])[CH:6]=[CH:5][CH:4]=[CH:3][CH:2]=1.[N:13]1([C:19]2[CH:24]=[CH:23][C:22]([N:25]=[C:26]=[S:27])=[CH:21][CH:20]=2)[CH2:18][CH2:17][O:16][CH2:15][CH2:14]1, predict the reaction product. The product is: [N:13]1([C:19]2[CH:20]=[CH:21][C:22]([N:25]3[C:10](=[O:12])[CH:8]([CH3:9])[N:7]([C:1]4[CH:2]=[CH:3][CH:4]=[CH:5][CH:6]=4)[C:26]3=[S:27])=[CH:23][CH:24]=2)[CH2:14][CH2:15][O:16][CH2:17][CH2:18]1.